Dataset: Full USPTO retrosynthesis dataset with 1.9M reactions from patents (1976-2016). Task: Predict the reactants needed to synthesize the given product. (1) Given the product [C:13]([NH:16][C:2]1[N:7]=[C:6]([C:8]([O:10][CH3:11])=[O:9])[CH:5]=[C:4]([CH3:12])[N:3]=1)(=[O:15])[CH3:14], predict the reactants needed to synthesize it. The reactants are: Cl[C:2]1[N:7]=[C:6]([C:8]([O:10][CH3:11])=[O:9])[CH:5]=[C:4]([CH3:12])[N:3]=1.[C:13]([NH2:16])(=[O:15])[CH3:14]. (2) Given the product [NH2:1][C:2]1[C:7]([C:8]2[O:12][N:11]=[C:10]([CH2:13][OH:14])[CH:9]=2)=[CH:6][CH:5]=[CH:4][N:3]=1, predict the reactants needed to synthesize it. The reactants are: [NH2:1][C:2]1[C:7]([C:8]2[O:12][N:11]=[C:10]([C:13](OCC)=[O:14])[CH:9]=2)=[CH:6][CH:5]=[CH:4][N:3]=1.[BH4-].[Na+].Cl.C(=O)(O)[O-].[Na+].[OH-].[Na+].